From a dataset of Catalyst prediction with 721,799 reactions and 888 catalyst types from USPTO. Predict which catalyst facilitates the given reaction. (1) Reactant: Cl[C:2]1[N:7]=[CH:6][N:5]=[C:4]([NH:8][C:9]2[CH:14]=[CH:13][N:12]=[C:11]([C:15]([OH:18])([CH3:17])[CH3:16])[CH:10]=2)[N:3]=1.[F:19][C@H:20]1[C@@H:25]([O:26][C:27]2[CH:34]=[CH:33][C:32](B3OC(C)(C)C(C)(C)O3)=[CH:31][C:28]=2[C:29]#[N:30])[CH2:24][CH2:23][N:22]([C:44](=[O:48])[C@@H:45]([OH:47])[CH3:46])[CH2:21]1.C(=O)([O-])[O-].[Na+].[Na+]. Product: [F:19][C@H:20]1[C@@H:25]([O:26][C:27]2[CH:34]=[CH:33][C:32]([C:2]3[N:3]=[C:4]([NH:8][C:9]4[CH:14]=[CH:13][N:12]=[C:11]([C:15]([OH:18])([CH3:17])[CH3:16])[CH:10]=4)[N:5]=[CH:6][N:7]=3)=[CH:31][C:28]=2[C:29]#[N:30])[CH2:24][CH2:23][N:22]([C:44](=[O:48])[C@@H:45]([OH:47])[CH3:46])[CH2:21]1. The catalyst class is: 104. (2) Reactant: [CH3:1][N:2]1[C@@H:19]2[CH2:20][C:7]3[CH:8]=[CH:9][C:10]([O:22][CH3:23])=[C:11]4[O:12][C@H:13]5[C:14]([CH2:16][CH2:17][C@:18]2([OH:21])[C@:5]5([C:6]=34)[CH2:4][CH2:3]1)=[O:15]. Product: [CH3:1][N:2]1[C@@H:19]2[CH2:20][C:7]3[CH:8]=[CH:9][C:10]([O:22][CH3:23])=[C:11]4[O:12][C@H:13]5[C:14]([CH2:16][CH2:17][C@:18]2([OH:21])[C@:5]5([C:6]=34)[CH2:4][CH2:3]1)=[O:15].[CH3:1][N:2]1[C@@H:19]2[CH2:20][C:7]3[CH:8]=[CH:9][C:10]([O:22][CH3:23])=[C:11]4[O:12][CH:13]5[C:14]([CH:16]=[CH:17][C@:18]2([OH:21])[C@:5]5([C:6]=34)[CH2:4][CH2:3]1)=[O:15]. The catalyst class is: 8.